Dataset: Full USPTO retrosynthesis dataset with 1.9M reactions from patents (1976-2016). Task: Predict the reactants needed to synthesize the given product. (1) Given the product [Cl:8][C:9]1[CH:10]=[C:11]([N:16]2[C:24]3[CH2:23][CH2:22][CH2:21][CH:20]([CH2:25][CH2:26][OH:27])[C:19]=3[CH:18]=[N:17]2)[CH:12]=[CH:13][C:14]=1[Cl:15], predict the reactants needed to synthesize it. The reactants are: C1(C)C=CC=CC=1.[Cl:8][C:9]1[CH:10]=[C:11]([N:16]2[C:24]3[CH2:23][CH2:22][CH2:21][CH:20]([CH2:25][C:26](OCC)=[O:27])[C:19]=3[CH:18]=[N:17]2)[CH:12]=[CH:13][C:14]=1[Cl:15].O. (2) Given the product [CH3:1][O:2][C:3]1[CH:8]=[CH:7][C:6]([C:9]2([C:14]([NH:18][C:19]3[CH:20]=[CH:21][CH:22]=[C:23]([C:25]4[CH:26]=[CH:27][C:28]([S:31](=[O:33])(=[O:32])[NH:34][CH3:35])=[CH:29][CH:30]=4)[N:24]=3)=[O:15])[CH2:11][C:10]2([CH3:13])[CH3:12])=[CH:5][CH:4]=1, predict the reactants needed to synthesize it. The reactants are: [CH3:1][O:2][C:3]1[CH:8]=[CH:7][C:6]([C:9]2([C:14](Cl)=[O:15])[CH2:11][C:10]2([CH3:13])[CH3:12])=[CH:5][CH:4]=1.Cl.[NH2:18][C:19]1[N:24]=[C:23]([C:25]2[CH:30]=[CH:29][C:28]([S:31]([NH:34][CH3:35])(=[O:33])=[O:32])=[CH:27][CH:26]=2)[CH:22]=[CH:21][CH:20]=1. (3) Given the product [ClH:1].[ClH:1].[CH:14]1([N:11]2[CH2:12][CH2:13][N:8]([C:5]3[N:4]=[N:3][C:2]([C:26]4[CH:25]=[CH:24][C:23]5[N:18]([CH3:17])[CH2:19][CH2:20][O:21][C:22]=5[CH:27]=4)=[CH:7][CH:6]=3)[CH2:9][CH2:10]2)[CH2:16][CH2:15]1, predict the reactants needed to synthesize it. The reactants are: [Cl:1][C:2]1[N:3]=[N:4][C:5]([N:8]2[CH2:13][CH2:12][N:11]([CH:14]3[CH2:16][CH2:15]3)[CH2:10][CH2:9]2)=[CH:6][CH:7]=1.[CH3:17][N:18]1[C:23]2[CH:24]=[CH:25][C:26](B3OC(C)(C)C(C)(C)O3)=[CH:27][C:22]=2[O:21][CH2:20][CH2:19]1. (4) Given the product [CH:36]1([NH:39][C:40]2[N:41]=[C:42]([C:2]3[C:10]4[C:5](=[CH:6][CH:7]=[C:8]([C:11]5[S:15][C:14]([NH:16][CH2:17][C:18]6[CH:19]=[CH:20][C:21]([O:24][CH3:25])=[CH:22][CH:23]=6)=[N:13][N:12]=5)[CH:9]=4)[N:4]([S:26]([C:29]4[CH:35]=[CH:34][C:32]([CH3:33])=[CH:31][CH:30]=4)(=[O:28])=[O:27])[CH:3]=3)[CH:43]=[N:44][CH:45]=2)[CH2:38][CH2:37]1, predict the reactants needed to synthesize it. The reactants are: I[C:2]1[C:10]2[C:5](=[CH:6][CH:7]=[C:8]([C:11]3[S:15][C:14]([NH:16][CH2:17][C:18]4[CH:23]=[CH:22][C:21]([O:24][CH3:25])=[CH:20][CH:19]=4)=[N:13][N:12]=3)[CH:9]=2)[N:4]([S:26]([C:29]2[CH:35]=[CH:34][C:32]([CH3:33])=[CH:31][CH:30]=2)(=[O:28])=[O:27])[CH:3]=1.[CH:36]1([NH:39][C:40]2[CH:45]=[N:44][CH:43]=[C:42]([Sn](C)(C)C)[N:41]=2)[CH2:38][CH2:37]1.